Dataset: Full USPTO retrosynthesis dataset with 1.9M reactions from patents (1976-2016). Task: Predict the reactants needed to synthesize the given product. (1) Given the product [F:50][C@H:48]1[CH2:49][NH:28][C@H:29]([C:30]([N:32]2[CH2:39][C:36]3([CH2:38][CH2:37]3)[N:35]([C:40](=[O:45])[C:41]([F:44])([F:43])[F:42])[CH2:34][CH2:33]2)=[O:31])[CH2:47]1, predict the reactants needed to synthesize it. The reactants are: FC(F)(F)C(O)=O.ClC1C=CC([C@H]2N3C(SC(C([N:28]4[CH2:49][C@H:48]([F:50])[CH2:47][C@H:29]4[C:30]([N:32]4[CH2:39][C:36]5([CH2:38][CH2:37]5)[N:35]([C:40](=[O:45])[C:41]([F:44])([F:43])[F:42])[CH2:34][C@H:33]4C)=[O:31])=O)=C3C(C)C)=N[C@]2(C2C=NC(Cl)=CC=2)C)=CC=1F. (2) The reactants are: [C:1]([CH2:3][CH:4]([OH:16])[CH2:5][CH:6]([OH:15])[CH2:7][C:8]([O:10][C:11]([CH3:14])([CH3:13])[CH3:12])=[O:9])#[N:2].CS(O)(=O)=O.CO[C:24](OC)([CH3:26])[CH3:25]. Given the product [C:1]([CH2:3][C@H:4]1[O:16][C:24]([CH3:26])([CH3:25])[O:15][C@@H:6]([CH2:7][C:8]([O:10][C:11]([CH3:13])([CH3:12])[CH3:14])=[O:9])[CH2:5]1)#[N:2], predict the reactants needed to synthesize it.